From a dataset of NCI-60 drug combinations with 297,098 pairs across 59 cell lines. Regression. Given two drug SMILES strings and cell line genomic features, predict the synergy score measuring deviation from expected non-interaction effect. (1) Drug 1: CC12CCC3C(C1CCC2O)C(CC4=C3C=CC(=C4)O)CCCCCCCCCS(=O)CCCC(C(F)(F)F)(F)F. Drug 2: CC1=C2C(C(=O)C3(C(CC4C(C3C(C(C2(C)C)(CC1OC(=O)C(C(C5=CC=CC=C5)NC(=O)OC(C)(C)C)O)O)OC(=O)C6=CC=CC=C6)(CO4)OC(=O)C)O)C)O. Cell line: NCI-H522. Synergy scores: CSS=20.8, Synergy_ZIP=17.7, Synergy_Bliss=17.7, Synergy_Loewe=15.5, Synergy_HSA=13.3. (2) Drug 1: CN(C(=O)NC(C=O)C(C(C(CO)O)O)O)N=O. Drug 2: CC1C(C(CC(O1)OC2CC(CC3=C2C(=C4C(=C3O)C(=O)C5=CC=CC=C5C4=O)O)(C(=O)C)O)N)O. Cell line: IGROV1. Synergy scores: CSS=54.5, Synergy_ZIP=1.20, Synergy_Bliss=1.27, Synergy_Loewe=-2.94, Synergy_HSA=2.88. (3) Drug 1: CS(=O)(=O)C1=CC(=C(C=C1)C(=O)NC2=CC(=C(C=C2)Cl)C3=CC=CC=N3)Cl. Drug 2: CC=C1C(=O)NC(C(=O)OC2CC(=O)NC(C(=O)NC(CSSCCC=C2)C(=O)N1)C(C)C)C(C)C. Cell line: CCRF-CEM. Synergy scores: CSS=40.5, Synergy_ZIP=-2.47, Synergy_Bliss=-4.01, Synergy_Loewe=-44.7, Synergy_HSA=-4.50. (4) Drug 1: C1CCC(C1)C(CC#N)N2C=C(C=N2)C3=C4C=CNC4=NC=N3. Drug 2: C1=CC(=CC=C1C#N)C(C2=CC=C(C=C2)C#N)N3C=NC=N3. Cell line: A498. Synergy scores: CSS=2.72, Synergy_ZIP=0.129, Synergy_Bliss=3.95, Synergy_Loewe=2.34, Synergy_HSA=2.40.